Predict which catalyst facilitates the given reaction. From a dataset of Catalyst prediction with 721,799 reactions and 888 catalyst types from USPTO. Reactant: [C:1]([CH:5]1[N:14]2[C:9](=[CH:10][C:11](=[O:20])[C:12]([C:15]([O:17][CH2:18][CH3:19])=[O:16])=[CH:13]2)[C:8]2[CH:21]=[C:22]([O:26][CH3:27])[C:23]([OH:25])=[CH:24][C:7]=2[CH2:6]1)([CH3:4])([CH3:3])[CH3:2].CC1C=CC(S(O[CH2:39][CH2:40][CH2:41][CH2:42][CH2:43][CH2:44][CH2:45][CH2:46][NH:47][C:48]([O:50][C:51]([CH3:54])([CH3:53])[CH3:52])=[O:49])(=O)=O)=CC=1.C([O-])([O-])=O.[K+].[K+]. Product: [C:51]([O:50][C:48]([NH:47][CH2:46][CH2:45][CH2:44][CH2:43][CH2:42][CH2:41][CH2:40][CH2:39][O:25][C:23]1[C:22]([O:26][CH3:27])=[CH:21][C:8]2[C:9]3[N:14]([CH:5]([C:1]([CH3:2])([CH3:3])[CH3:4])[CH2:6][C:7]=2[CH:24]=1)[CH:13]=[C:12]([C:15]([O:17][CH2:18][CH3:19])=[O:16])[C:11](=[O:20])[CH:10]=3)=[O:49])([CH3:54])([CH3:53])[CH3:52]. The catalyst class is: 3.